From a dataset of Full USPTO retrosynthesis dataset with 1.9M reactions from patents (1976-2016). Predict the reactants needed to synthesize the given product. (1) Given the product [Cl:1][C:2]1[CH:7]=[C:6]2[NH:8][C:9](=[O:27])[C@:10]3([CH:15]([CH:16]([CH3:18])[CH3:17])[CH2:14][C:13](=[S:37])[NH:12][C@H:11]3[C:20]3[CH:25]=[CH:24][CH:23]=[C:22]([Cl:26])[CH:21]=3)[C:5]2=[CH:4][CH:3]=1, predict the reactants needed to synthesize it. The reactants are: [Cl:1][C:2]1[CH:7]=[C:6]2[NH:8][C:9](=[O:27])[C@:10]3([CH:15]([CH:16]([CH3:18])[CH3:17])[CH2:14][C:13](=O)[NH:12][C@H:11]3[C:20]3[CH:25]=[CH:24][CH:23]=[C:22]([Cl:26])[CH:21]=3)[C:5]2=[CH:4][CH:3]=1.COC1C=CC(P2(=S)SP(=S)(C3C=CC(OC)=CC=3)[S:37]2)=CC=1. (2) Given the product [NH2:22][C:10]1[CH:9]=[CH:8][C:7]([O:6][C:5]2[CH:25]=[CH:26][C:2]([F:1])=[C:3]([CH3:27])[CH:4]=2)=[CH:12][C:11]=1[CH2:13][NH:14][C:15](=[O:21])[O:16][C:17]([CH3:19])([CH3:18])[CH3:20], predict the reactants needed to synthesize it. The reactants are: [F:1][C:2]1[CH:26]=[CH:25][C:5]([O:6][C:7]2[CH:8]=[CH:9][C:10]([N+:22]([O-])=O)=[C:11]([CH2:13][NH:14][C:15](=[O:21])[O:16][C:17]([CH3:20])([CH3:19])[CH3:18])[CH:12]=2)=[CH:4][C:3]=1[CH3:27].[Cl-].[NH4+].C(O)C. (3) The reactants are: [Br:1][C:2]1[CH:3]=[C:4]2[C:8](=[CH:9][CH:10]=1)[NH:7][CH:6]=[C:5]2[C:11]1[C:12](=[O:29])[NH:13][C:14](=[O:28])[C:15]=1[C:16]1[CH:17]=[C:18]2[C:23]3=[C:24]([CH2:26][CH2:27][N:22]3[CH2:21][CH2:20][CH2:19]2)[CH:25]=1.ClC1C(=O)C(C#N)=C(C#N)C(=O)C=1Cl.S([O-])([O-])=O.[Na+].[Na+]. Given the product [Br:1][C:2]1[CH:3]=[C:4]2[C:8](=[CH:9][CH:10]=1)[NH:7][CH:6]=[C:5]2[C:11]1[C:12](=[O:29])[NH:13][C:14](=[O:28])[C:15]=1[C:16]1[CH:17]=[C:18]2[C:23]3=[C:24]([CH:26]=[CH:27][N:22]3[CH2:21][CH2:20][CH2:19]2)[CH:25]=1, predict the reactants needed to synthesize it. (4) Given the product [CH2:32]([C:2]1[CH:11]=[C:10]([CH2:12][N:13]([C:15]([O:17][C:18]([CH3:21])([CH3:20])[CH3:19])=[O:16])[CH3:14])[CH:9]=[CH:8][C:3]=1[C:4]([O:6][CH3:7])=[O:5])[CH2:27][CH2:28][CH3:29], predict the reactants needed to synthesize it. The reactants are: Br[C:2]1[CH:11]=[C:10]([CH2:12][N:13]([C:15]([O:17][C:18]([CH3:21])([CH3:20])[CH3:19])=[O:16])[CH3:14])[CH:9]=[CH:8][C:3]=1[C:4]([O:6][CH3:7])=[O:5].C(P(C(C)(C)C)[C:27]1[CH:32]=CC=[CH:29][C:28]=1[C:27]1[CH:32]=CC=[CH:29][CH:28]=1)(C)(C)C.[Br-].C([Zn+])CCC.